This data is from Catalyst prediction with 721,799 reactions and 888 catalyst types from USPTO. The task is: Predict which catalyst facilitates the given reaction. (1) Reactant: [I-].[Na+].[Cl-].[Al+3].[Cl-].[Cl-].[Cl:7][C:8]1[C:9]2[CH:26]=[C:25]([O:27]C)[C:24]([O:29]C)=[CH:23][C:10]=2[S:11][C:12]=1[C:13]([N:15]1[CH2:20][CH:19]([CH3:21])[O:18][CH:17]([CH3:22])[CH2:16]1)=[O:14].Cl.[O-]S([O-])=O.[Na+].[Na+]. Product: [Cl:7][C:8]1[C:9]2[CH:26]=[C:25]([OH:27])[C:24]([OH:29])=[CH:23][C:10]=2[S:11][C:12]=1[C:13]([N:15]1[CH2:16][CH:17]([CH3:22])[O:18][CH:19]([CH3:21])[CH2:20]1)=[O:14]. The catalyst class is: 47. (2) Reactant: CC1(C)[O:6][C@H:5]2[C@@H:7]([C:25]3[O:29][N:28]=[C:27]([CH3:30])[N:26]=3)[O:8][C@@H:9]([N:10]3[CH:18]=[N:17][C:16]4[C:11]3=[N:12][CH:13]=[N:14][C:15]=4[NH:19][CH:20]3[CH2:24][CH2:23][CH2:22][CH2:21]3)[C@@H:4]2[O:3]1.FC(F)(F)C(O)=O.O.C(=O)(O)[O-].[Na+]. Product: [CH:20]1([NH:19][C:15]2[N:14]=[CH:13][N:12]=[C:11]3[C:16]=2[N:17]=[CH:18][N:10]3[C@H:9]2[C@H:4]([OH:3])[C@H:5]([OH:6])[C@@H:7]([C:25]3[O:29][N:28]=[C:27]([CH3:30])[N:26]=3)[O:8]2)[CH2:21][CH2:22][CH2:23][CH2:24]1. The catalyst class is: 13. (3) Reactant: [CH3:1][C:2]1[O:6][C:5]([C:7]2[CH:12]=[CH:11][CH:10]=[CH:9][CH:8]=2)=[N:4][C:3]=1[CH2:13][O:14][C:15]1[CH:39]=[CH:38][C:18]([CH2:19][O:20][C:21]2[CH:26]=[CH:25][C:24]([C:27]3[CH:32]=[CH:31][CH:30]=[CH:29][CH:28]=3)=[CH:23][C:22]=2[CH2:33][C:34]([O:36]C)=[O:35])=[CH:17][CH:16]=1.O1CCCC1.[OH-].[Na+].Cl. Product: [CH3:1][C:2]1[O:6][C:5]([C:7]2[CH:8]=[CH:9][CH:10]=[CH:11][CH:12]=2)=[N:4][C:3]=1[CH2:13][O:14][C:15]1[CH:39]=[CH:38][C:18]([CH2:19][O:20][C:21]2[CH:26]=[CH:25][C:24]([C:27]3[CH:28]=[CH:29][CH:30]=[CH:31][CH:32]=3)=[CH:23][C:22]=2[CH2:33][C:34]([OH:36])=[O:35])=[CH:17][CH:16]=1. The catalyst class is: 72. (4) Reactant: [CH3:1][CH:2]([NH:7][C:8]1[C:17]2[CH:18]=[CH:19][C:20]([C:22]#[C:23][Si](C)(C)C)=[CH:21][C:16]=2[C:15]2[C:14](=[O:28])[NH:13][CH:12]=[CH:11][C:10]=2[N:9]=1)[C:3]([CH3:6])([CH3:5])[CH3:4].[OH-].[K+]. Product: [C:22]([C:20]1[CH:19]=[CH:18][C:17]2[C:8]([NH:7][CH:2]([CH3:1])[C:3]([CH3:4])([CH3:6])[CH3:5])=[N:9][C:10]3[CH:11]=[CH:12][NH:13][C:14](=[O:28])[C:15]=3[C:16]=2[CH:21]=1)#[CH:23]. The catalyst class is: 24. (5) Reactant: [I-:1].[Na+].Br[CH2:4][CH2:5][CH2:6][CH2:7][CH2:8][CH2:9][CH2:10][CH2:11][O:12][CH2:13][CH2:14][O:15][CH2:16][CH2:17][O:18][CH3:19]. Product: [I:1][CH2:4][CH2:5][CH2:6][CH2:7][CH2:8][CH2:9][CH2:10][CH2:11][O:12][CH2:13][CH2:14][O:15][CH2:16][CH2:17][O:18][CH3:19]. The catalyst class is: 21. (6) Reactant: [C:1]([NH:4][CH2:5][CH:6]1[O:10][C:9](=[O:11])[N:8]([C:12]2[CH:17]=[CH:16][C:15]([C:18]3[CH:19]=[CH:20][C:21]([CH2:24]OS(C)(=O)=O)=[N:22][CH:23]=3)=[C:14]([F:30])[CH:13]=2)[CH2:7]1)(=[O:3])[CH3:2].[O:31]1[CH:35]=[C:34]([CH2:36][NH2:37])[CH:33]=[N:32]1. Product: [F:30][C:14]1[CH:13]=[C:12]([N:8]2[CH2:7][CH:6]([CH2:5][NH:4][C:1](=[O:3])[CH3:2])[O:10][C:9]2=[O:11])[CH:17]=[CH:16][C:15]=1[C:18]1[CH:23]=[N:22][C:21]([CH2:24][NH:37][CH2:36][C:34]2[CH:33]=[N:32][O:31][CH:35]=2)=[CH:20][CH:19]=1. The catalyst class is: 3.